From a dataset of Catalyst prediction with 721,799 reactions and 888 catalyst types from USPTO. Predict which catalyst facilitates the given reaction. (1) Reactant: [Cl:1][C:2]1[CH:3]=[C:4]([CH:7]=[CH:8][C:9]=1[O:10][C:11]1[C:20]2[C:15](=[CH:16][CH:17]=[CH:18][CH:19]=2)[C:14]([CH:21]=O)=[CH:13][CH:12]=1)[C:5]#[N:6].C(O)(=O)C.[CH3:27][CH:28]([CH3:32])[CH2:29][CH2:30][NH2:31].[BH-](OC(C)=O)(OC(C)=O)OC(C)=O.[Na+]. Product: [Cl:1][C:2]1[CH:3]=[C:4]([CH:7]=[CH:8][C:9]=1[O:10][C:11]1[C:20]2[C:15](=[CH:16][CH:17]=[CH:18][CH:19]=2)[C:14]([CH2:21][NH:31][CH2:30][CH2:29][CH:28]([CH3:32])[CH3:27])=[CH:13][CH:12]=1)[C:5]#[N:6]. The catalyst class is: 2. (2) Reactant: [CH3:1][C:2]1([CH3:16])[C:6]([CH3:8])([CH3:7])[O:5][B:4]([C:9]2[CH:14]=[CH:13][C:12]([OH:15])=[CH:11][CH:10]=2)[O:3]1.Br[CH2:18][CH2:19][CH2:20][C:21]([O:23][CH2:24][CH3:25])=[O:22].C([O-])([O-])=O.[K+].[K+].[NH4+].[I-]. Product: [CH3:8][C:6]1([CH3:7])[C:2]([CH3:16])([CH3:1])[O:3][B:4]([C:9]2[CH:14]=[CH:13][C:12]([O:15][CH2:18][CH2:19][CH2:20][C:21]([O:23][CH2:24][CH3:25])=[O:22])=[CH:11][CH:10]=2)[O:5]1. The catalyst class is: 10. (3) Reactant: [F:1][C:2]([F:40])([F:39])[C:3]1[CH:4]=[C:5]([C@H:13]([O:15][C@H:16]2[CH2:21][CH2:20][C@H:19]([C:22]([O:24]CC)=[O:23])[C@@H:18]([C:27]([O:29][CH2:30][CH3:31])=[O:28])[C@@H:17]2[C:32]2[CH:37]=[CH:36][C:35]([F:38])=[CH:34][CH:33]=2)[CH3:14])[CH:6]=[C:7]([C:9]([F:12])([F:11])[F:10])[CH:8]=1.[OH-].[Na+]. Product: [F:39][C:2]([F:1])([F:40])[C:3]1[CH:4]=[C:5]([C@H:13]([O:15][C@H:16]2[CH2:21][CH2:20][C@H:19]([C:22]([OH:24])=[O:23])[C@@H:18]([C:27]([O:29][CH2:30][CH3:31])=[O:28])[C@@H:17]2[C:32]2[CH:33]=[CH:34][C:35]([F:38])=[CH:36][CH:37]=2)[CH3:14])[CH:6]=[C:7]([C:9]([F:10])([F:11])[F:12])[CH:8]=1. The catalyst class is: 5. (4) Reactant: [NH2:1][C:2]1[CH:10]=[CH:9][C:8]([OH:11])=[CH:7][C:3]=1[C:4]([OH:6])=[O:5].[C:12](OC(=O)C)(=[O:14])[CH3:13].[CH3:19][O-].[Na+]. Product: [C:12]([NH:1][C:2]1[CH:10]=[CH:9][C:8]([OH:11])=[CH:7][C:3]=1[C:4]([O:6][CH3:19])=[O:5])(=[O:14])[CH3:13]. The catalyst class is: 5. (5) Reactant: Cl[C:2]1[CH:7]=[C:6]([Cl:8])[N:5]=[C:4]([NH2:9])[N:3]=1.C([O-])([O-])=O.[K+].[K+].[CH3:16][NH:17][C@H:18]([CH3:26])[CH2:19][C:20]1[CH:25]=[CH:24][CH:23]=[CH:22][CH:21]=1. Product: [Cl:8][C:6]1[N:5]=[C:4]([NH2:9])[N:3]=[C:2]([N:17]([CH3:16])[C@H:18]([CH3:26])[CH2:19][C:20]2[CH:25]=[CH:24][CH:23]=[CH:22][CH:21]=2)[CH:7]=1. The catalyst class is: 23. (6) Reactant: [OH:1][C:2]1[CH:6]=[CH:5][S:4][C:3]=1[C:7]([O:9][CH3:10])=[O:8].[CH2:11](Br)[C:12]1[CH:17]=[CH:16][CH:15]=[CH:14][CH:13]=1.[H-].[Na+].C(O)(=O)CC(CC(O)=O)(C(O)=O)O. Product: [CH2:11]([O:1][C:2]1[CH:6]=[CH:5][S:4][C:3]=1[C:7]([O:9][CH3:10])=[O:8])[C:12]1[CH:17]=[CH:16][CH:15]=[CH:14][CH:13]=1. The catalyst class is: 9.